Dataset: Peptide-MHC class II binding affinity with 134,281 pairs from IEDB. Task: Regression. Given a peptide amino acid sequence and an MHC pseudo amino acid sequence, predict their binding affinity value. This is MHC class II binding data. (1) The peptide sequence is YKDVDKPPFSGMTGC. The MHC is DRB1_0301 with pseudo-sequence DRB1_0301. The binding affinity (normalized) is 0. (2) The peptide sequence is TISNNLFFNHHKVML. The MHC is DRB1_0701 with pseudo-sequence DRB1_0701. The binding affinity (normalized) is 0.494. (3) The peptide sequence is PLTHTIGTSVEESEM. The MHC is HLA-DQA10501-DQB10302 with pseudo-sequence HLA-DQA10501-DQB10302. The binding affinity (normalized) is 0.455. (4) The peptide sequence is NDIANCLRKNGKRVI. The MHC is DRB1_1101 with pseudo-sequence DRB1_1101. The binding affinity (normalized) is 0.719. (5) The peptide sequence is YDEPMTPGQCNMVVE. The MHC is DRB4_0101 with pseudo-sequence DRB4_0103. The binding affinity (normalized) is 0.284. (6) The peptide sequence is TGVMRGNHYAFVGVM. The MHC is HLA-DQA10601-DQB10402 with pseudo-sequence HLA-DQA10601-DQB10402. The binding affinity (normalized) is 0.485. (7) The peptide sequence is NDNNLYKLHGGHVSC. The MHC is DRB1_0901 with pseudo-sequence DRB1_0901. The binding affinity (normalized) is 0.640. (8) The peptide sequence is TWHYDDENPYKTWAYHG. The MHC is DRB1_0701 with pseudo-sequence DRB1_0701. The binding affinity (normalized) is 0.270.